This data is from Peptide-MHC class I binding affinity with 185,985 pairs from IEDB/IMGT. The task is: Regression. Given a peptide amino acid sequence and an MHC pseudo amino acid sequence, predict their binding affinity value. This is MHC class I binding data. The peptide sequence is FSSQALVLI. The MHC is HLA-B51:01 with pseudo-sequence HLA-B51:01. The binding affinity (normalized) is 0.0847.